Dataset: Catalyst prediction with 721,799 reactions and 888 catalyst types from USPTO. Task: Predict which catalyst facilitates the given reaction. (1) Reactant: [Cl:1][C:2]1[CH:3]=[CH:4][C:5]([O:28][CH3:29])=[C:6]([C:8]2[C:12]([NH:13][C:14]([C:16]3[CH:17]=[N:18][N:19]4[CH:24]=[CH:23][CH:22]=[N:21][C:20]=34)=[O:15])=[CH:11][N:10]([CH2:25][CH2:26]Cl)[N:9]=2)[CH:7]=1.Cl.[NH2:31][CH:32]1[CH2:36][CH2:35][O:34][CH2:33]1.C(N(CC)C(C)C)(C)C. Product: [Cl:1][C:2]1[CH:3]=[CH:4][C:5]([O:28][CH3:29])=[C:6]([C:8]2[C:12]([NH:13][C:14]([C:16]3[CH:17]=[N:18][N:19]4[CH:24]=[CH:23][CH:22]=[N:21][C:20]=34)=[O:15])=[CH:11][N:10]([CH2:25][CH2:26][NH:31][CH:32]3[CH2:36][CH2:35][O:34][CH2:33]3)[N:9]=2)[CH:7]=1. The catalyst class is: 60. (2) Reactant: [CH2:1]([N:8]1[C:16]2[C:11](=[CH:12][C:13]([C:17]3[CH:22]=[CH:21][C:20]([OH:23])=[CH:19][CH:18]=3)=[CH:14][CH:15]=2)[C:10]([CH2:24][C:25]2[CH:30]=[CH:29][CH:28]=[CH:27][CH:26]=2)=[C:9]1[C:31]1[CH:36]=[CH:35][CH:34]=[CH:33][CH:32]=1)[C:2]1[CH:7]=[CH:6][CH:5]=[CH:4][CH:3]=1.C([O-])([O-])=O.[K+].[K+].Br[CH2:44][C:45]#[N:46]. Product: [CH2:1]([N:8]1[C:16]2[C:11](=[CH:12][C:13]([C:17]3[CH:22]=[CH:21][C:20]([O:23][CH2:44][C:45]#[N:46])=[CH:19][CH:18]=3)=[CH:14][CH:15]=2)[C:10]([CH2:24][C:25]2[CH:26]=[CH:27][CH:28]=[CH:29][CH:30]=2)=[C:9]1[C:31]1[CH:36]=[CH:35][CH:34]=[CH:33][CH:32]=1)[C:2]1[CH:3]=[CH:4][CH:5]=[CH:6][CH:7]=1. The catalyst class is: 21. (3) Reactant: [CH3:1][C:2]([N+:15]([O-:17])=[O:16])([CH3:14])[CH2:3][C:4]1[N:8]2[CH:9]=[CH:10][C:11]([OH:13])=[CH:12][C:7]2=[N:6][CH:5]=1.Cl[CH2:19][C:20]([NH2:22])=[O:21].C(=O)([O-])[O-].[K+].[K+].[I-].[K+]. Product: [CH3:14][C:2]([N+:15]([O-:17])=[O:16])([CH3:1])[CH2:3][C:4]1[N:8]2[CH:9]=[CH:10][C:11]([O:13][CH2:19][C:20]([NH2:22])=[O:21])=[CH:12][C:7]2=[N:6][CH:5]=1. The catalyst class is: 131. (4) Reactant: [F:1][C:2]([F:24])([F:23])[C:3]1[C:4]([C:9]2[CH:18]=[N:17][C:16]3[C:15](=O)[NH:14][C:13]([CH2:20][O:21][CH3:22])=[N:12][C:11]=3[CH:10]=2)=[N:5][CH:6]=[CH:7][CH:8]=1.N1C(C)=CC=CC=1C.P(Cl)(Cl)([Cl:35])=O. Product: [Cl:35][C:15]1[C:16]2[N:17]=[CH:18][C:9]([C:4]3[C:3]([C:2]([F:24])([F:23])[F:1])=[CH:8][CH:7]=[CH:6][N:5]=3)=[CH:10][C:11]=2[N:12]=[C:13]([CH2:20][O:21][CH3:22])[N:14]=1. The catalyst class is: 22.